Dataset: Reaction yield outcomes from USPTO patents with 853,638 reactions. Task: Predict the reaction yield, written as a fraction of the theoretical maximum amount of product (1.0 means a 100% yield; for example, 0.34 means a 34% yield). (1) The reactants are [Br:1][C:2]1[C:3](F)=[C:4]2[C:10]([NH:11][C:12](=[O:15])[CH2:13][OH:14])=[CH:9][NH:8][C:5]2=[N:6][CH:7]=1.[NH:17]1[CH2:22][CH2:21][CH2:20][C@@H:19]([NH:23][C:24](=[O:30])[O:25][C:26]([CH3:29])([CH3:28])[CH3:27])[CH2:18]1.CCN(C(C)C)C(C)C.CC#N.O. The catalyst is CCCCO. The product is [Br:1][C:2]1[C:3]([N:17]2[CH2:22][CH2:21][CH2:20][C@@H:19]([NH:23][C:24](=[O:30])[O:25][C:26]([CH3:28])([CH3:27])[CH3:29])[CH2:18]2)=[C:4]2[C:10]([NH:11][C:12](=[O:15])[CH2:13][OH:14])=[CH:9][NH:8][C:5]2=[N:6][CH:7]=1. The yield is 0.680. (2) The reactants are C(=O)([O-])[O-].[K+].[K+].C([O:10][C:11]1[CH:12]=[C:13]([CH:31]=[CH2:32])[C:14]2[O:18][C:17]([C:19]3[CH:24]=[CH:23][C:22]([O:25]C(=O)C)=[C:21]([F:29])[CH:20]=3)=[N:16][C:15]=2[CH:30]=1)(=O)C.O1CCOCC1.Cl. The catalyst is O. The product is [F:29][C:21]1[CH:20]=[C:19]([C:17]2[O:18][C:14]3[C:13]([CH:31]=[CH2:32])=[CH:12][C:11]([OH:10])=[CH:30][C:15]=3[N:16]=2)[CH:24]=[CH:23][C:22]=1[OH:25]. The yield is 0.460. (3) The reactants are CC1(C)C(C)(C)OB([C:9]2[S:10][C:11]([CH3:14])=[CH:12][CH:13]=2)O1.Br[C:17]1[C:18]([N+:24]([O-:26])=[O:25])=[C:19]([NH2:23])[CH:20]=[N:21][CH:22]=1.C([O-])([O-])=O.[Na+].[Na+].CCOC(C)=O. The catalyst is O1CCOCC1.O.C1C=CC(P(C2C=CC=CC=2)[C-]2C=CC=C2)=CC=1.C1C=CC(P(C2C=CC=CC=2)[C-]2C=CC=C2)=CC=1.Cl[Pd]Cl.[Fe+2]. The product is [CH3:14][C:11]1[S:10][C:9]([C:17]2[C:18]([N+:24]([O-:26])=[O:25])=[C:19]([NH2:23])[CH:20]=[N:21][CH:22]=2)=[CH:13][CH:12]=1. The yield is 0.618. (4) The reactants are [CH3:1][N:2]1[CH2:7][CH2:6][CH:5]([CH2:8][CH2:9][CH2:10][CH2:11][O:12][C:13]2[CH:14]=[C:15]([CH:18]=[CH:19][N:20]=2)[C:16]#[N:17])[CH2:4][CH2:3]1.C[N:22]1[CH2:27][CH2:26][CH:25]([CH2:28][CH2:29][CH2:30][CH2:31]O)CC1.[H-].[Na+].Cl[C:36]1C=C(C=CN=1)C#N.C([O-])(O)=O.[Na+]. The catalyst is CN(C=O)C.O. The product is [CH3:31][C:30]1[C:27]2[N:22]=[C:16]([C:15]3[CH:18]=[CH:19][N:20]=[C:13]([O:12][CH2:11][CH2:10][CH2:9][CH2:8][CH:5]4[CH2:6][CH2:7][N:2]([CH3:1])[CH2:3][CH2:4]4)[CH:14]=3)[NH:17][C:26]=2[CH:25]=[C:28]([CH3:36])[CH:29]=1. The yield is 0.280. (5) The catalyst is [Ni]. The reactants are [CH2:1]([C@H:8]([NH:33][C:34](=[O:44])[O:35][C@@H:36]1[C@H:43]2[C@H:39]([O:40][CH2:41][CH2:42]2)[O:38][CH2:37]1)[C@H:9]([OH:32])[CH2:10][N:11]([CH2:23][C:24]([CH3:31])([CH3:30])[CH2:25][CH2:26][CH2:27][C:28]#[N:29])[S:12]([C:15]1[CH:20]=[CH:19][CH:18]=[C:17]([NH:21][CH3:22])[CH:16]=1)(=[O:14])=[O:13])[C:2]1[CH:7]=[CH:6][CH:5]=[CH:4][CH:3]=1. The product is [NH2:29][CH2:28][CH2:27][CH2:26][CH2:25][C:24]([CH3:31])([CH3:30])[CH2:23][N:11]([S:12]([C:15]1[CH:20]=[CH:19][CH:18]=[C:17]([NH:21][CH3:22])[CH:16]=1)(=[O:14])=[O:13])[CH2:10][C@@H:9]([OH:32])[C@@H:8]([NH:33][C:34](=[O:44])[O:35][C@@H:36]1[C@H:43]2[C@H:39]([O:40][CH2:41][CH2:42]2)[O:38][CH2:37]1)[CH2:1][C:2]1[CH:3]=[CH:4][CH:5]=[CH:6][CH:7]=1. The yield is 0.720. (6) The reactants are C(OC(=O)[NH:7][CH:8]([CH3:19])[C:9]([N:11]1[CH2:16][CH2:15][S:14](=[O:18])(=[O:17])[CH2:13][CH2:12]1)=[O:10])(C)(C)C.FC(F)(F)C(O)=O. No catalyst specified. The product is [NH2:7][CH:8]([CH3:19])[C:9]([N:11]1[CH2:16][CH2:15][S:14](=[O:18])(=[O:17])[CH2:13][CH2:12]1)=[O:10]. The yield is 1.00.